Dataset: Full USPTO retrosynthesis dataset with 1.9M reactions from patents (1976-2016). Task: Predict the reactants needed to synthesize the given product. (1) Given the product [N+:18]([C:17]1[C:12]([NH:9][C@H:5]([CH2:6][C:7]#[CH:8])[C:4]([O:3][CH3:2])=[O:10])=[N:13][CH:14]=[CH:15][CH:16]=1)([O-:20])=[O:19], predict the reactants needed to synthesize it. The reactants are: [Cl-].[CH3:2][O:3][C:4](=[O:10])[C@H:5]([NH3+:9])[CH2:6][C:7]#[CH:8].Cl[C:12]1[C:17]([N+:18]([O-:20])=[O:19])=[CH:16][CH:15]=[CH:14][N:13]=1. (2) Given the product [CH2:33]([O:35][C:36]([O:38][CH2:39][O:40][C:41](=[O:62])[C@@:42]([CH2:60][OH:61])([CH3:59])[CH2:43][C@H:44]([NH:58][C:6]([C:4]1[NH:3][N:2]=[N:1][CH:5]=1)=[O:8])[CH2:45][C:46]1[CH:47]=[CH:48][C:49]([C:52]2[CH:57]=[CH:56][CH:55]=[CH:54][CH:53]=2)=[CH:50][CH:51]=1)=[O:37])[CH3:34], predict the reactants needed to synthesize it. The reactants are: [NH:1]1[CH:5]=[C:4]([C:6]([OH:8])=O)[N:3]=[N:2]1.CN(C(ON1N=NC2C=CC=NC1=2)=[N+](C)C)C.F[P-](F)(F)(F)(F)F.[CH2:33]([O:35][C:36]([O:38][CH2:39][O:40][C:41](=[O:62])[C@@:42]([CH2:60][OH:61])([CH3:59])[CH2:43][C@H:44]([NH2:58])[CH2:45][C:46]1[CH:51]=[CH:50][C:49]([C:52]2[CH:57]=[CH:56][CH:55]=[CH:54][CH:53]=2)=[CH:48][CH:47]=1)=[O:37])[CH3:34]. (3) Given the product [CH2:13]([O:12][C:11]([NH:10][CH:8]1[CH2:7][C:3]2([CH2:6][N:5]([C:23]3[CH:28]=[CH:27][CH:26]=[CH:25][C:24]=3/[CH:29]=[CH:30]/[C:31]([O:33][CH3:34])=[O:32])[CH2:4]2)[S:2](=[O:1])(=[O:21])[CH2:9]1)=[O:20])[C:14]1[CH:15]=[CH:16][CH:17]=[CH:18][CH:19]=1, predict the reactants needed to synthesize it. The reactants are: [O:1]=[S:2]1(=[O:21])[CH2:9][CH:8]([NH:10][C:11](=[O:20])[O:12][CH2:13][C:14]2[CH:19]=[CH:18][CH:17]=[CH:16][CH:15]=2)[CH2:7][C:3]21[CH2:6][NH:5][CH2:4]2.Br[C:23]1[CH:28]=[CH:27][CH:26]=[CH:25][C:24]=1/[CH:29]=[CH:30]/[C:31]([O:33][CH3:34])=[O:32].C(Cl)(Cl)Cl.C([O-])([O-])=O.[Cs+].[Cs+].CC1(C)C2C(=C(P(C3C=CC=CC=3)C3C=CC=CC=3)C=CC=2)OC2C(P(C3C=CC=CC=3)C3C=CC=CC=3)=CC=CC1=2. (4) The reactants are: Cl[C:2]1[CH:3]=[C:4]([N:8]2[CH2:13][CH2:12][N:11]([C:14]([C:16]3[N:17]([C:22]4[CH:27]=[CH:26][CH:25]=[CH:24][CH:23]=4)[N:18]=[C:19]([CH3:21])[CH:20]=3)=[O:15])[CH2:10][CH2:9]2)[CH:5]=[CH:6][CH:7]=1.N1(C2C=C([NH:40][C:41](=[O:43])[CH3:42])C=CC=2)CCNCC1. Given the product [CH3:21][C:19]1[CH:20]=[C:16]([C:14]([N:11]2[CH2:12][CH2:13][N:8]([C:4]3[CH:3]=[C:2]([NH:40][C:41](=[O:43])[CH3:42])[CH:7]=[CH:6][CH:5]=3)[CH2:9][CH2:10]2)=[O:15])[N:17]([C:22]2[CH:27]=[CH:26][CH:25]=[CH:24][CH:23]=2)[N:18]=1, predict the reactants needed to synthesize it. (5) Given the product [Cl:1][C:2]1[CH:10]=[CH:9][C:5]([C:6]([CH:16]2[C:17](=[O:19])[O:18][C:13]([CH3:21])([CH3:12])[O:14][C:15]2=[O:20])=[O:8])=[C:4]([F:11])[CH:3]=1, predict the reactants needed to synthesize it. The reactants are: [Cl:1][C:2]1[CH:10]=[CH:9][C:5]([C:6]([OH:8])=O)=[C:4]([F:11])[CH:3]=1.[CH3:12][C:13]1([CH3:21])[O:18][C:17](=[O:19])[CH2:16][C:15](=[O:20])[O:14]1.CCN=C=NCCCN(C)C.Cl.